This data is from Peptide-MHC class II binding affinity with 134,281 pairs from IEDB. The task is: Regression. Given a peptide amino acid sequence and an MHC pseudo amino acid sequence, predict their binding affinity value. This is MHC class II binding data. (1) The peptide sequence is KIERWFVRNPFFAVT. The MHC is DRB1_0404 with pseudo-sequence DRB1_0404. The binding affinity (normalized) is 0.526. (2) The peptide sequence is AEAPASAAAPEEQVQ. The MHC is DRB1_0405 with pseudo-sequence DRB1_0405. The binding affinity (normalized) is 0.168. (3) The peptide sequence is EAKYWCPDSMEYNCP. The MHC is DRB4_0103 with pseudo-sequence DRB4_0103. The binding affinity (normalized) is 0.473. (4) The peptide sequence is RPTAWFLPSIRAANV. The MHC is DRB1_0901 with pseudo-sequence DRB1_0901. The binding affinity (normalized) is 0.834.